From a dataset of Reaction yield outcomes from USPTO patents with 853,638 reactions. Predict the reaction yield, written as a fraction of the theoretical maximum amount of product (1.0 means a 100% yield; for example, 0.34 means a 34% yield). The reactants are [F:1][C:2]1[CH:7]=[CH:6][CH:5]=[CH:4][C:3]=1[C:8]1[NH:12][CH:11]=[C:10]([CH:13]=[O:14])[CH:9]=1.[H-].[Na+].C1OCCOCCOCCOCCOC1.Cl.[N:33]1[CH:38]=[CH:37][CH:36]=[C:35]([S:39](Cl)(=[O:41])=[O:40])[CH:34]=1. The product is [F:1][C:2]1[CH:7]=[CH:6][CH:5]=[CH:4][C:3]=1[C:8]1[N:12]([S:39]([C:35]2[CH:34]=[N:33][CH:38]=[CH:37][CH:36]=2)(=[O:41])=[O:40])[CH:11]=[C:10]([CH:13]=[O:14])[CH:9]=1. The yield is 0.820. The catalyst is O1CCCC1.[Cl-].[Na+].O.